This data is from Full USPTO retrosynthesis dataset with 1.9M reactions from patents (1976-2016). The task is: Predict the reactants needed to synthesize the given product. (1) The reactants are: [CH3:1][Li].[CH3:3][C:4]1[CH:5]([C:11]([O:13][CH3:14])=[O:12])[CH2:6][CH2:7][C:8](=[O:10])[CH:9]=1.[Cl-].[NH4+]. Given the product [CH3:3][C:4]1([CH3:1])[CH2:9][C:8](=[O:10])[CH2:7][CH2:6][CH:5]1[C:11]([O:13][CH3:14])=[O:12], predict the reactants needed to synthesize it. (2) Given the product [O:8]1[CH:12]2[CH:11]=[CH:10][CH:9]1[CH:3]1[C:4](=[O:6])[NH:5][C:1](=[O:7])[CH:2]12, predict the reactants needed to synthesize it. The reactants are: [C:1]1(=[O:7])[NH:5][C:4](=[O:6])[CH:3]=[CH:2]1.[O:8]1[CH:12]=[CH:11][CH:10]=[CH:9]1.